Dataset: Reaction yield outcomes from USPTO patents with 853,638 reactions. Task: Predict the reaction yield, written as a fraction of the theoretical maximum amount of product (1.0 means a 100% yield; for example, 0.34 means a 34% yield). (1) The catalyst is C(#N)C.[Ag]=O. The product is [C:1]([O:5][C:6](=[O:12])[NH:7][CH2:8][C@@H:9]([O:11][CH3:14])[CH3:10])([CH3:2])([CH3:4])[CH3:3]. The yield is 0.320. The reactants are [C:1]([O:5][C:6](=[O:12])[NH:7][CH2:8][C@@H:9]([OH:11])[CH3:10])([CH3:4])([CH3:3])[CH3:2].I[CH3:14]. (2) The reactants are F[C:2]1[CH:7]=[CH:6][C:5]([CH3:8])=[CH:4][C:3]=1[N+:9]([O-:11])=[O:10].[C:12]1([NH2:18])[CH:17]=[CH:16][CH:15]=[CH:14][CH:13]=1. The catalyst is CS(C)=O. The product is [CH3:8][C:5]1[CH:6]=[CH:7][C:2]([NH:18][C:12]2[CH:17]=[CH:16][CH:15]=[CH:14][CH:13]=2)=[C:3]([N+:9]([O-:11])=[O:10])[CH:4]=1. The yield is 0.960. (3) The reactants are [CH3:1][C:2]1([CH3:16])[CH2:8][CH2:7][CH2:6][NH:5][C:4]2[CH:9]=[C:10]([N+:13]([O-:15])=[O:14])[CH:11]=[CH:12][C:3]1=2.[C:17](OC(=O)C)(=[O:19])[CH3:18]. The catalyst is C(#N)C. The product is [CH3:1][C:2]1([CH3:16])[CH2:8][CH2:7][CH2:6][N:5]([C:17](=[O:19])[CH3:18])[C:4]2[CH:9]=[C:10]([N+:13]([O-:15])=[O:14])[CH:11]=[CH:12][C:3]1=2. The yield is 0.610. (4) The reactants are [O:1]=[C:2]([CH2:8][CH2:9][CH2:10][CH2:11][CH2:12][CH2:13][CH2:14][CH2:15][CH2:16][CH2:17][CH3:18])[CH2:3][C:4]([O:6][CH3:7])=[O:5].N#N. The catalyst is CO. The product is [OH:1][C@H:2]([CH2:8][CH2:9][CH2:10][CH2:11][CH2:12][CH2:13][CH2:14][CH2:15][CH2:16][CH2:17][CH3:18])[CH2:3][C:4]([O:6][CH3:7])=[O:5]. The yield is 0.970. (5) The yield is 0.200. The reactants are [N:1]1([CH2:6][CH2:7][CH2:8][NH:9][C:10]([C:12]2[C:20]3[N:19]=[C:18]([C:21]4[S:22][CH:23]=[CH:24][CH:25]=4)[NH:17][C:16]=3[C:15]([O:26]C)=[CH:14][CH:13]=2)=[O:11])[CH:5]=[CH:4][N:3]=[CH:2]1.B(Br)(Br)Br. No catalyst specified. The product is [N:1]1([CH2:6][CH2:7][CH2:8][NH:9][C:10]([C:12]2[C:20]3[N:19]=[C:18]([C:21]4[S:22][CH:23]=[CH:24][CH:25]=4)[NH:17][C:16]=3[C:15]([OH:26])=[CH:14][CH:13]=2)=[O:11])[CH:5]=[CH:4][N:3]=[CH:2]1. (6) The reactants are Cl.[F:2][C:3]1[CH:8]=[CH:7][CH:6]=[CH:5][C:4]=1[CH2:9][C:10]([CH:12]1[CH2:17][CH2:16][NH:15][CH2:14][CH2:13]1)=[O:11].[C:18]([C:21]1[C:26]([O:27][CH3:28])=[N:25][CH:24]=[CH:23][N:22]=1)(=O)[CH3:19].C(O[BH-](OC(=O)C)OC(=O)C)(=O)C.[Na+].C(=O)([O-])[O-].[Na+].[Na+]. The catalyst is C(O)C.CC(C)[O-].CC(C)[O-].CC(C)[O-].CC(C)[O-].[Ti+4].C(OCC)(=O)C.C(N(CC)CC)C. The product is [CH3:28][O:27][C:26]1[C:21]([CH:18]([N:15]2[CH2:14][CH2:13][CH:12]([C:10](=[O:11])[CH2:9][C:4]3[CH:5]=[CH:6][CH:7]=[CH:8][C:3]=3[F:2])[CH2:17][CH2:16]2)[CH3:19])=[N:22][CH:23]=[CH:24][N:25]=1. The yield is 0.0900. (7) The reactants are [N:1]12[CH2:8][CH2:7][C:4]([C:9]([C:17]3[CH:22]=[CH:21][CH:20]=[CH:19][CH:18]=3)([C:11]3[CH:16]=[CH:15][CH:14]=[CH:13][CH:12]=3)[OH:10])([CH2:5][CH2:6]1)[CH2:3][CH2:2]2.[CH3:23][O:24][CH2:25][CH2:26][CH2:27][Br:28]. The catalyst is CC#N. The product is [Br-:28].[OH:10][C:9]([C:17]1[CH:22]=[CH:21][CH:20]=[CH:19][CH:18]=1)([C:11]1[CH:12]=[CH:13][CH:14]=[CH:15][CH:16]=1)[C:4]12[CH2:5][CH2:6][N+:1]([CH2:27][CH2:26][CH2:25][O:24][CH3:23])([CH2:2][CH2:3]1)[CH2:8][CH2:7]2. The yield is 0.860. (8) The reactants are [C:1]1([NH:7][C:8]([NH2:10])=[O:9])[CH:6]=[CH:5][CH:4]=[CH:3][CH:2]=1.Cl[C:12]([S:14]Cl)=[O:13]. The catalyst is C1COCC1. The product is [C:1]1([N:7]2[C:8](=[O:9])[NH:10][C:12](=[O:13])[S:14]2)[CH:6]=[CH:5][CH:4]=[CH:3][CH:2]=1. The yield is 0.200.